This data is from Full USPTO retrosynthesis dataset with 1.9M reactions from patents (1976-2016). The task is: Predict the reactants needed to synthesize the given product. (1) Given the product [C:33]([C:30]1[CH:31]=[CH:32][C:27]([CH2:26][N:20]2[C:21](=[O:25])[N:22]([CH2:23][CH3:24])[C:18]([CH2:17][CH2:16][CH2:15][C:11]3[CH:10]=[C:9]([C:5]4[CH:6]=[CH:7][CH:8]=[C:3]([CH2:2][NH:1][S:43]([C:37]5[CH:42]=[CH:41][CH:40]=[CH:39][CH:38]=5)(=[O:45])=[O:44])[CH:4]=4)[CH:14]=[CH:13][CH:12]=3)=[N:19]2)=[CH:28][CH:29]=1)([CH3:35])([CH3:34])[CH3:36], predict the reactants needed to synthesize it. The reactants are: [NH2:1][CH2:2][C:3]1[CH:4]=[C:5]([C:9]2[CH:14]=[CH:13][CH:12]=[C:11]([CH2:15][CH2:16][CH2:17][C:18]3[N:22]([CH2:23][CH3:24])[C:21](=[O:25])[N:20]([CH2:26][C:27]4[CH:32]=[CH:31][C:30]([C:33]([CH3:36])([CH3:35])[CH3:34])=[CH:29][CH:28]=4)[N:19]=3)[CH:10]=2)[CH:6]=[CH:7][CH:8]=1.[C:37]1([S:43](Cl)(=[O:45])=[O:44])[CH:42]=[CH:41][CH:40]=[CH:39][CH:38]=1. (2) Given the product [Cl:26][C:17]1[CH:18]=[CH:19][C:20]([C:22]([F:23])([F:25])[F:24])=[CH:21][C:16]=1[C:15]([NH:14][C@H:11]1[CH2:12][CH2:13][C@H:8]([CH2:7][N:5]2[CH:6]=[C:2]([Cl:1])[C:3]([CH2:28][OH:29])=[N:4]2)[CH2:9][CH2:10]1)=[O:27], predict the reactants needed to synthesize it. The reactants are: [Cl:1][C:2]1[C:3]([C:28](OCC)=[O:29])=[N:4][N:5]([CH2:7][C@H:8]2[CH2:13][CH2:12][C@H:11]([NH:14][C:15](=[O:27])[C:16]3[CH:21]=[C:20]([C:22]([F:25])([F:24])[F:23])[CH:19]=[CH:18][C:17]=3[Cl:26])[CH2:10][CH2:9]2)[CH:6]=1.[H-].[H-].[H-].[H-].[Li+].[Al+3]. (3) Given the product [CH2:1]([C:3]1[CH:29]=[CH:28][CH:27]=[CH:26][C:4]=1[O:5][C:6]1[CH:11]=[CH:10][CH:9]=[CH:8][C:7]=1[C@:12]([C@@H:20]1[CH2:25][CH2:24][CH2:23][N:22]([C:38]([NH:40][C@H:41]([CH2:48][N:49]([CH3:59])[C:50]([O:52][CH2:53][CH2:54][Si:55]([CH3:58])([CH3:57])[CH3:56])=[O:51])[CH2:42][OH:43])=[O:37])[CH2:21]1)([OH:19])[CH2:13][CH2:14][CH2:15][CH2:16][O:17][CH3:18])[CH3:2], predict the reactants needed to synthesize it. The reactants are: [CH2:1]([C:3]1[CH:29]=[CH:28][CH:27]=[CH:26][C:4]=1[O:5][C:6]1[CH:11]=[CH:10][CH:9]=[CH:8][C:7]=1[C@:12]([C@@H:20]1[CH2:25][CH2:24][CH2:23][NH:22][CH2:21]1)([OH:19])[CH2:13][CH2:14][CH2:15][CH2:16][O:17][CH3:18])[CH3:2].[N+](C1C=CC([O:37][C:38]([NH:40][C@H:41]([CH2:48][N:49]([CH3:59])[C:50]([O:52][CH2:53][CH2:54][Si:55]([CH3:58])([CH3:57])[CH3:56])=[O:51])[CH2:42][O:43][Si](C)(C)C)=O)=CC=1)([O-])=O.CCN(C(C)C)C(C)C. (4) Given the product [CH:3]1([CH2:6][N:7]2[C:11]([C:12]3[CH:13]=[CH:14][N:15]=[CH:16][CH:17]=3)=[C:10]([C:18]3[O:20][N:26]=[C:25]([C:27]4[CH:32]=[CH:31][C:30]([CH2:33][OH:34])=[CH:29][CH:28]=4)[N:24]=3)[CH:9]=[N:8]2)[CH2:4][CH2:5]1, predict the reactants needed to synthesize it. The reactants are: [H-].[Na+].[CH:3]1([CH2:6][N:7]2[C:11]([C:12]3[CH:17]=[CH:16][N:15]=[CH:14][CH:13]=3)=[C:10]([C:18]([O:20]CC)=O)[CH:9]=[N:8]2)[CH2:5][CH2:4]1.O[N:24]=[C:25]([C:27]1[CH:32]=[CH:31][C:30]([CH2:33][OH:34])=[CH:29][CH:28]=1)[NH2:26].O. (5) Given the product [C:1]([O:5][CH:6]([C:11]1[N:16]([CH3:17])[C:15](=[O:18])[C:14]2[N:19]([CH2:30][CH2:31][N:32]3[CH2:37][CH2:36][CH2:35][CH2:34][CH2:33]3)[CH:20]=[CH:21][C:13]=2[C:12]=1[C:22]1[CH:27]=[CH:26][C:25]([Cl:28])=[CH:24][CH:23]=1)[C:7]([OH:9])=[O:8])([CH3:2])([CH3:3])[CH3:4], predict the reactants needed to synthesize it. The reactants are: [C:1]([O:5][CH:6]([C:11]1[N:16]([CH3:17])[C:15](=[O:18])[C:14]2[NH:19][CH:20]=[CH:21][C:13]=2[C:12]=1[C:22]1[CH:27]=[CH:26][C:25]([Cl:28])=[CH:24][CH:23]=1)[C:7]([O:9]C)=[O:8])([CH3:4])([CH3:3])[CH3:2].Br[CH2:30][CH2:31][N:32]1[CH2:37][CH2:36][CH2:35][CH2:34][CH2:33]1.